This data is from Peptide-MHC class II binding affinity with 134,281 pairs from IEDB. The task is: Regression. Given a peptide amino acid sequence and an MHC pseudo amino acid sequence, predict their binding affinity value. This is MHC class II binding data. (1) The peptide sequence is PTPKGTVMDIISRKDQR. The binding affinity (normalized) is 0.322. The MHC is DRB4_0101 with pseudo-sequence DRB4_0103. (2) The peptide sequence is QRMFTREELIHFPEF. The MHC is DRB1_1301 with pseudo-sequence DRB1_1301. The binding affinity (normalized) is 0.524. (3) The peptide sequence is IGNTVTPTVTFTMDGDK. The MHC is DRB1_0401 with pseudo-sequence DRB1_0401. The binding affinity (normalized) is 0.115. (4) The peptide sequence is FTSLEYIEAAKWLLP. The MHC is DRB5_0101 with pseudo-sequence DRB5_0101. The binding affinity (normalized) is 0.529.